Predict which catalyst facilitates the given reaction. From a dataset of Catalyst prediction with 721,799 reactions and 888 catalyst types from USPTO. (1) Reactant: [OH-].[K+].C([O:6][C@H:7]([CH3:24])[CH2:8][CH2:9][CH2:10][CH2:11][N:12]1[C:21](=[O:22])[C:20]2[N:19]([CH3:23])[CH:18]=[N:17][C:16]=2[NH:15][C:13]1=[O:14])(=O)C.Cl. Product: [OH:6][C@H:7]([CH3:24])[CH2:8][CH2:9][CH2:10][CH2:11][N:12]1[C:21](=[O:22])[C:20]2[N:19]([CH3:23])[CH:18]=[N:17][C:16]=2[NH:15][C:13]1=[O:14]. The catalyst class is: 24. (2) Reactant: [CH3:1][O:2][C:3]1[N:8]=[C:7]([CH3:9])[C:6]([NH2:10])=[CH:5][CH:4]=1.[C:11](Cl)(Cl)=[S:12]. Product: [N:10]([C:6]1[C:7]([CH3:9])=[N:8][C:3]([O:2][CH3:1])=[CH:4][CH:5]=1)=[C:11]=[S:12]. The catalyst class is: 685. (3) Reactant: [C:1]([C:5]1[CH:10]=[CH:9][C:8]([S:11]([N:14](S(C2C=CC(C(C)(C)C)=CC=2)(=O)=O)[C:15]2[N:19]([CH3:20])[N:18]=[C:17]([O:21][CH2:22][CH2:23][O:24][C:25]3[CH:30]=[CH:29][C:28]([F:31])=[CH:27][CH:26]=3)[C:16]=2[C:32]2[CH:37]=[CH:36][C:35]([CH3:38])=[CH:34][CH:33]=2)(=[O:13])=[O:12])=[CH:7][CH:6]=1)([CH3:4])([CH3:3])[CH3:2].[OH-].[Na+]. The catalyst class is: 12. Product: [C:1]([C:5]1[CH:6]=[CH:7][C:8]([S:11]([NH:14][C:15]2[N:19]([CH3:20])[N:18]=[C:17]([O:21][CH2:22][CH2:23][O:24][C:25]3[CH:30]=[CH:29][C:28]([F:31])=[CH:27][CH:26]=3)[C:16]=2[C:32]2[CH:37]=[CH:36][C:35]([CH3:38])=[CH:34][CH:33]=2)(=[O:13])=[O:12])=[CH:9][CH:10]=1)([CH3:4])([CH3:3])[CH3:2]. (4) Reactant: [Br:1][C:2]1[C:3]([CH2:21][OH:22])=[C:4]([N:8]2[C:12](=[O:13])[C:11]3[S:14][C:15]([C:17]([CH3:20])([CH3:19])[CH3:18])=[CH:16][C:10]=3[CH2:9]2)[CH:5]=[CH:6][CH:7]=1.N1C=CC=CC=1.[C:29](Cl)(=[O:31])[CH3:30]. Product: [C:29]([O:22][CH2:21][C:3]1[C:4]([N:8]2[C:12](=[O:13])[C:11]3[S:14][C:15]([C:17]([CH3:19])([CH3:18])[CH3:20])=[CH:16][C:10]=3[CH2:9]2)=[CH:5][CH:6]=[CH:7][C:2]=1[Br:1])(=[O:31])[CH3:30]. The catalyst class is: 2. (5) Reactant: [Br:1][C:2]1[CH:3]=[CH:4][C:5]2[O:9][CH:8]([CH:10]3[CH2:15][CH2:14][NH:13][CH2:12][CH2:11]3)[CH2:7][C:6]=2[CH:16]=1.CCN(CC)CC.[CH2:24]([S:27](Cl)(=[O:29])=[O:28])[CH2:25][CH3:26]. Product: [Br:1][C:2]1[CH:3]=[CH:4][C:5]2[O:9][CH:8]([CH:10]3[CH2:11][CH2:12][N:13]([S:27]([CH2:24][CH2:25][CH3:26])(=[O:29])=[O:28])[CH2:14][CH2:15]3)[CH2:7][C:6]=2[CH:16]=1. The catalyst class is: 2. (6) Reactant: [C:1]([N:4]1[C:13]2[C:8](=[CH:9][C:10]([C:14]3[CH:15]=[N:16][N:17]([CH2:19][CH2:20][N:21](C)[C:22](=O)OC(C)(C)C)[CH:18]=3)=[CH:11][CH:12]=2)[C@H:7]([NH:30][C:31]2[CH:36]=[N:35][CH:34]=[CH:33][N:32]=2)[CH2:6][C@@H:5]1[CH3:37])(=[O:3])[CH3:2].FC(F)(F)C(O)=O.[ClH:45].CCOCC. Product: [ClH:45].[C:1]([N:4]1[C:13]2[C:8](=[CH:9][C:10]([C:14]3[CH:15]=[N:16][N:17]([CH2:19][CH2:20][NH:21][CH3:22])[CH:18]=3)=[CH:11][CH:12]=2)[C@H:7]([NH:30][C:31]2[CH:36]=[N:35][CH:34]=[CH:33][N:32]=2)[CH2:6][C@@H:5]1[CH3:37])(=[O:3])[CH3:2]. The catalyst class is: 4.